This data is from hERG channel blocking data for cardiac toxicity assessment. The task is: Regression/Classification. Given a drug SMILES string, predict its toxicity properties. Task type varies by dataset: regression for continuous values (e.g., LD50, hERG inhibition percentage) or binary classification for toxic/non-toxic outcomes (e.g., AMES mutagenicity, cardiotoxicity, hepatotoxicity). Dataset: herg. (1) The molecule is CCCC[NH+](Cc1cncn1Cc1ccc(C#N)cc1)[C@H]1CCN(Cc2ccccc2)C1=O. The result is 1 (blocker). (2) The drug is CC1=C(CC(=O)[O-])c2cc(F)ccc2/C1=C\c1ccc(S(C)=O)cc1. The result is 0 (non-blocker). (3) The drug is NC(=O)C[C@@H](N)c1nn[nH]n1. The result is 0 (non-blocker).